From a dataset of NCI-60 drug combinations with 297,098 pairs across 59 cell lines. Regression. Given two drug SMILES strings and cell line genomic features, predict the synergy score measuring deviation from expected non-interaction effect. (1) Drug 1: C1=CN(C=N1)CC(O)(P(=O)(O)O)P(=O)(O)O. Drug 2: CC12CCC3C(C1CCC2OP(=O)(O)O)CCC4=C3C=CC(=C4)OC(=O)N(CCCl)CCCl.[Na+]. Cell line: NCI-H226. Synergy scores: CSS=-2.70, Synergy_ZIP=-0.655, Synergy_Bliss=-2.02, Synergy_Loewe=-5.05, Synergy_HSA=-5.13. (2) Drug 1: CCCS(=O)(=O)NC1=C(C(=C(C=C1)F)C(=O)C2=CNC3=C2C=C(C=N3)C4=CC=C(C=C4)Cl)F. Drug 2: CN(C(=O)NC(C=O)C(C(C(CO)O)O)O)N=O. Cell line: SF-268. Synergy scores: CSS=0.355, Synergy_ZIP=-0.516, Synergy_Bliss=-2.08, Synergy_Loewe=-71.1, Synergy_HSA=-4.88. (3) Drug 1: CN(C)N=NC1=C(NC=N1)C(=O)N. Drug 2: C1=CN(C(=O)N=C1N)C2C(C(C(O2)CO)O)O.Cl. Cell line: UO-31. Synergy scores: CSS=22.3, Synergy_ZIP=-8.06, Synergy_Bliss=-5.54, Synergy_Loewe=-0.960, Synergy_HSA=-0.148. (4) Drug 1: CC1=CC=C(C=C1)C2=CC(=NN2C3=CC=C(C=C3)S(=O)(=O)N)C(F)(F)F. Drug 2: C1CN(CCN1C(=O)CCBr)C(=O)CCBr. Cell line: K-562. Synergy scores: CSS=17.0, Synergy_ZIP=-5.62, Synergy_Bliss=-1.63, Synergy_Loewe=0.0919, Synergy_HSA=-0.724. (5) Drug 1: C1CC(C1)(C(=O)O)C(=O)O.[NH2-].[NH2-].[Pt+2]. Drug 2: CC(C)CN1C=NC2=C1C3=CC=CC=C3N=C2N. Cell line: HCT116. Synergy scores: CSS=30.4, Synergy_ZIP=-7.74, Synergy_Bliss=0.761, Synergy_Loewe=4.55, Synergy_HSA=3.64. (6) Drug 1: COC1=C(C=C2C(=C1)N=CN=C2NC3=CC(=C(C=C3)F)Cl)OCCCN4CCOCC4. Drug 2: C1CN(CCN1C(=O)CCBr)C(=O)CCBr. Cell line: MCF7. Synergy scores: CSS=38.4, Synergy_ZIP=-7.13, Synergy_Bliss=-0.312, Synergy_Loewe=1.27, Synergy_HSA=1.86. (7) Drug 1: C1=C(C(=O)NC(=O)N1)N(CCCl)CCCl. Drug 2: C1=CN(C(=O)N=C1N)C2C(C(C(O2)CO)O)O.Cl. Cell line: MOLT-4. Synergy scores: CSS=89.4, Synergy_ZIP=-0.207, Synergy_Bliss=-0.506, Synergy_Loewe=-1.19, Synergy_HSA=2.21. (8) Drug 1: C1=NC2=C(N=C(N=C2N1C3C(C(C(O3)CO)O)O)F)N. Drug 2: CCC1(CC2CC(C3=C(CCN(C2)C1)C4=CC=CC=C4N3)(C5=C(C=C6C(=C5)C78CCN9C7C(C=CC9)(C(C(C8N6C)(C(=O)OC)O)OC(=O)C)CC)OC)C(=O)OC)O.OS(=O)(=O)O. Cell line: MOLT-4. Synergy scores: CSS=39.3, Synergy_ZIP=3.56, Synergy_Bliss=7.56, Synergy_Loewe=1.43, Synergy_HSA=2.16. (9) Drug 1: CC(C1=C(C=CC(=C1Cl)F)Cl)OC2=C(N=CC(=C2)C3=CN(N=C3)C4CCNCC4)N. Drug 2: CC1=C(N=C(N=C1N)C(CC(=O)N)NCC(C(=O)N)N)C(=O)NC(C(C2=CN=CN2)OC3C(C(C(C(O3)CO)O)O)OC4C(C(C(C(O4)CO)O)OC(=O)N)O)C(=O)NC(C)C(C(C)C(=O)NC(C(C)O)C(=O)NCCC5=NC(=CS5)C6=NC(=CS6)C(=O)NCCC[S+](C)C)O. Cell line: K-562. Synergy scores: CSS=32.1, Synergy_ZIP=-0.708, Synergy_Bliss=-7.98, Synergy_Loewe=-15.8, Synergy_HSA=-8.62.